This data is from Blood-brain barrier permeability classification from the B3DB database. The task is: Regression/Classification. Given a drug SMILES string, predict its absorption, distribution, metabolism, or excretion properties. Task type varies by dataset: regression for continuous measurements (e.g., permeability, clearance, half-life) or binary classification for categorical outcomes (e.g., BBB penetration, CYP inhibition). Dataset: b3db_classification. (1) The drug is CN1CCc2cc(Cl)c(O)cc2C(c2cccc3c2OCC3)C1. The result is 1 (penetrates BBB). (2) The molecule is C#CC1(O)CCC2C3CCc4cc(OC5CCCC5)ccc4C3CCC21C. The result is 0 (does not penetrate BBB).